From a dataset of Peptide-MHC class II binding affinity with 134,281 pairs from IEDB. Regression. Given a peptide amino acid sequence and an MHC pseudo amino acid sequence, predict their binding affinity value. This is MHC class II binding data. (1) The peptide sequence is KTGQALVVGIYDEPM. The MHC is HLA-DQA10301-DQB10302 with pseudo-sequence HLA-DQA10301-DQB10302. The binding affinity (normalized) is 0.494. (2) The peptide sequence is FPCQEWQEVDSILGF. The MHC is HLA-DQA10201-DQB10301 with pseudo-sequence HLA-DQA10201-DQB10301. The binding affinity (normalized) is 0.